From a dataset of Forward reaction prediction with 1.9M reactions from USPTO patents (1976-2016). Predict the product of the given reaction. (1) The product is: [CH3:14][C:15]1[CH:20]=[CH:19][C:18]([S:21]([O:1][CH2:2][C:3]2([NH:6][C:7]([O:8][C:9]([CH3:10])([CH3:12])[CH3:11])=[O:13])[CH2:4][CH2:5]2)(=[O:23])=[O:22])=[CH:17][CH:16]=1. Given the reactants [OH:1][CH2:2][C:3]1([NH:6][C:7](=[O:13])[O:8][C:9]([CH3:12])([CH3:11])[CH3:10])[CH2:5][CH2:4]1.[CH3:14][C:15]1[CH:20]=[CH:19][C:18]([S:21](Cl)(=[O:23])=[O:22])=[CH:17][CH:16]=1, predict the reaction product. (2) Given the reactants [CH3:1][NH2:2].CO.C[O:6][C:7]1[CH:12]=[CH:11][C:10]([C:13]2[CH:14]=[CH:15][C:16]3[N:17]([C:19]([C:22]([O:24]CC)=O)=[N:20][N:21]=3)[N:18]=2)=[CH:9][CH:8]=1.ClCCl.B(Br)(Br)Br, predict the reaction product. The product is: [OH:6][C:7]1[CH:8]=[CH:9][C:10]([C:13]2[CH:14]=[CH:15][C:16]3[N:17]([C:19]([C:22]([NH:2][CH3:1])=[O:24])=[N:20][N:21]=3)[N:18]=2)=[CH:11][CH:12]=1. (3) Given the reactants Cl.[CH2:2]([C:4]1[S:24][C:7]2[N:8]=[C:9]([S:18][CH2:19][C:20]([O:22][CH3:23])=[O:21])[N:10]=[C:11]([N:12]3[CH2:17][CH2:16][NH:15][CH2:14][CH2:13]3)[C:6]=2[CH:5]=1)[CH3:3].C(N(C(C)C)CC)(C)C.[F:34][C:35]1[CH:43]=[CH:42][C:41]([F:44])=[CH:40][C:36]=1[C:37](Cl)=[O:38], predict the reaction product. The product is: [F:34][C:35]1[CH:43]=[CH:42][C:41]([F:44])=[CH:40][C:36]=1[C:37]([N:15]1[CH2:16][CH2:17][N:12]([C:11]2[C:6]3[CH:5]=[C:4]([CH2:2][CH3:3])[S:24][C:7]=3[N:8]=[C:9]([S:18][CH2:19][C:20]([O:22][CH3:23])=[O:21])[N:10]=2)[CH2:13][CH2:14]1)=[O:38]. (4) Given the reactants [CH2:1]([O:8][C:9]1[CH:14]=[C:13]([O:15][CH2:16][C:17]2[CH:22]=[CH:21][CH:20]=[CH:19][CH:18]=2)[C:12]([CH:23]([CH3:25])[CH3:24])=[CH:11][C:10]=1[C:26]1[O:30][N:29]=[C:28]([C:31](=[O:35])[NH:32][CH2:33][CH3:34])[C:27]=1[C:36]1[O:40][N:39]=[C:38]([CH2:41][O:42][CH2:43][C:44]([O:46]C)=[O:45])[CH:37]=1)[C:2]1[CH:7]=[CH:6][CH:5]=[CH:4][CH:3]=1.[Li+].[OH-], predict the reaction product. The product is: [CH2:1]([O:8][C:9]1[CH:14]=[C:13]([O:15][CH2:16][C:17]2[CH:18]=[CH:19][CH:20]=[CH:21][CH:22]=2)[C:12]([CH:23]([CH3:24])[CH3:25])=[CH:11][C:10]=1[C:26]1[O:30][N:29]=[C:28]([C:31](=[O:35])[NH:32][CH2:33][CH3:34])[C:27]=1[C:36]1[O:40][N:39]=[C:38]([CH2:41][O:42][CH2:43][C:44]([OH:46])=[O:45])[CH:37]=1)[C:2]1[CH:3]=[CH:4][CH:5]=[CH:6][CH:7]=1.